Dataset: Ames mutagenicity test results for genotoxicity prediction. Task: Regression/Classification. Given a drug SMILES string, predict its toxicity properties. Task type varies by dataset: regression for continuous values (e.g., LD50, hERG inhibition percentage) or binary classification for toxic/non-toxic outcomes (e.g., AMES mutagenicity, cardiotoxicity, hepatotoxicity). Dataset: ames. (1) The drug is CC(O)c1cc2ccc3cccc4ccc(c1)c2c34. The result is 1 (mutagenic). (2) The drug is C=C[C@H]1CO1. The result is 1 (mutagenic). (3) The drug is C=Cc1ccc(N)cc1. The result is 1 (mutagenic). (4) The molecule is CCCCOC(C)=O. The result is 0 (non-mutagenic). (5) The compound is CC(C(=O)O)c1ccc2c(c1)[nH]c1ccc(Cl)cc12. The result is 0 (non-mutagenic). (6) The drug is [N-]=[N+]=Nc1ccc2c(Nc3ccc(NS(=O)(=O)CCCN)cc3)c3ccc(N=[N+]=[N-])cc3nc2c1. The result is 1 (mutagenic). (7) The drug is Cc1c2ccccc2cc2ccc3c(c12)C=CC(=O)C3=O. The result is 1 (mutagenic).